This data is from Catalyst prediction with 721,799 reactions and 888 catalyst types from USPTO. The task is: Predict which catalyst facilitates the given reaction. (1) Product: [Br:13][C:11]1[S:12][C:4]2[C:3]([C:1]#[N:2])=[CH:8][NH:7][C:6](=[O:9])[C:5]=2[CH:10]=1. Reactant: [C:1]([C:3]1[C:4]2[S:12][CH:11]=[CH:10][C:5]=2[C:6](=[O:9])[NH:7][CH:8]=1)#[N:2].[Br:13]NC(=O)CCC(N)=O.O. The catalyst class is: 3. (2) Reactant: Cl[C:2]1[C:11]2[C:6](=[CH:7][C:8]([C:12]([N:14]3[CH2:19][CH2:18][CH2:17][CH:16]([NH:20]C(OC(C)(C)C)=O)[CH2:15]3)=[O:13])=[CH:9][CH:10]=2)[N:5]=[CH:4][N:3]=1.[NH2:28][CH2:29][C:30]1[CH:31]=[C:32]([CH:36]=[CH:37][CH:38]=1)[C:33]([NH2:35])=[NH:34].C(N(CC)C(C)C)(C)C.ClCCl.FC(F)(F)C(O)=O. Product: [NH2:20][CH:16]1[CH2:17][CH2:18][CH2:19][N:14]([C:12]([C:8]2[CH:7]=[C:6]3[C:11]([C:2]([NH:28][CH2:29][C:30]4[CH:31]=[C:32]([CH:36]=[CH:37][CH:38]=4)[C:33]([NH2:35])=[NH:34])=[N:3][CH:4]=[N:5]3)=[CH:10][CH:9]=2)=[O:13])[CH2:15]1. The catalyst class is: 9. (3) Reactant: [CH:1]([C:3]1[CH:11]=[C:7]([C:8]([OH:10])=O)[C:6]([OH:12])=[CH:5][CH:4]=1)=[O:2].[CH:13]([NH2:16])([CH3:15])[CH3:14].CCN(C(C)C)C(C)C.CCN=C=NCCCN(C)C.C1C=CC2N(O)N=NC=2C=1. Product: [CH:1]([C:3]1[CH:4]=[CH:5][C:6]([OH:12])=[C:7]([CH:11]=1)[C:8]([NH:16][CH:13]([CH3:15])[CH3:14])=[O:10])=[O:2]. The catalyst class is: 3. (4) Reactant: [Cl:1][C:2]1[C:7]([O:8][CH3:9])=[CH:6][C:5]([O:10][CH3:11])=[C:4]([Cl:12])[C:3]=1[C:13]1[C:32](=[O:33])[N:31]([CH2:34][CH2:35][C:36]2[CH:37]=[C:38]([NH:42]C(=O)OC(C)(C)C)[CH:39]=[CH:40][CH:41]=2)[C:16]2[N:17]=[C:18]([NH:21][CH2:22][CH2:23][CH2:24][CH2:25][N:26]([CH2:29][CH3:30])[CH2:27][CH3:28])[N:19]=[CH:20][C:15]=2[CH:14]=1.C(=O)([O-])[O-].[Na+].[Na+]. Product: [NH2:42][C:38]1[CH:37]=[C:36]([CH2:35][CH2:34][N:31]2[C:16]3[N:17]=[C:18]([NH:21][CH2:22][CH2:23][CH2:24][CH2:25][N:26]([CH2:29][CH3:30])[CH2:27][CH3:28])[N:19]=[CH:20][C:15]=3[CH:14]=[C:13]([C:3]3[C:4]([Cl:12])=[C:5]([O:10][CH3:11])[CH:6]=[C:7]([O:8][CH3:9])[C:2]=3[Cl:1])[C:32]2=[O:33])[CH:41]=[CH:40][CH:39]=1. The catalyst class is: 281. (5) Reactant: [Cl:1][C:2]1[CH:7]=[C:6]([F:8])[CH:5]=[CH:4][C:3]=1[O:9][CH2:10][F:11].[Li]CCCC.CN([CH:20]=[O:21])C.Cl. Product: [Cl:1][C:2]1[C:3]([O:9][CH2:10][F:11])=[CH:4][CH:5]=[C:6]([F:8])[C:7]=1[CH:20]=[O:21]. The catalyst class is: 1. (6) Reactant: [CH:1]1([N:4]2[C:12]3[C:7](=[CH:8][CH:9]=[C:10]([O:13]C)[CH:11]=3)[C:6]([C:15]#[N:16])=[CH:5]2)[CH2:3][CH2:2]1.B(Br)(Br)Br.C([O-])(O)=O.[Na+]. Product: [CH:1]1([N:4]2[C:12]3[C:7](=[CH:8][CH:9]=[C:10]([OH:13])[CH:11]=3)[C:6]([C:15]#[N:16])=[CH:5]2)[CH2:3][CH2:2]1. The catalyst class is: 2.